This data is from Full USPTO retrosynthesis dataset with 1.9M reactions from patents (1976-2016). The task is: Predict the reactants needed to synthesize the given product. (1) Given the product [N:19]12[CH2:24][CH2:23][CH:22]([CH2:21][CH2:20]1)[C@H:17]([NH:16][C:11]([C:7]1[CH:8]=[CH:9][CH:10]=[C:4]3[O:3][C:2]([CH3:1])=[N:6][C:5]=13)=[O:13])[CH2:18]2, predict the reactants needed to synthesize it. The reactants are: [CH3:1][C:2]1[O:3][C:4]2[C:5](=[C:7]([C:11]([OH:13])=O)[CH:8]=[CH:9][CH:10]=2)[N:6]=1.Cl.Cl.[NH2:16][C@H:17]1[CH:22]2[CH2:23][CH2:24][N:19]([CH2:20][CH2:21]2)[CH2:18]1.Cl.C(N=C=NCCCN(C)C)C.ON1C2C=CC=CC=2N=N1.C(N(CC)CC)C. (2) Given the product [ClH:1].[Cl:1][C:2]1[C:6]([Cl:7])=[C:5]([CH3:8])[NH:4][C:3]=1[C:9]([NH:11][C@H:12]1[CH2:17][CH2:16][NH:15][CH2:14][C@H:13]1[CH2:25][O:26][CH3:27])=[O:10], predict the reactants needed to synthesize it. The reactants are: [Cl:1][C:2]1[C:6]([Cl:7])=[C:5]([CH3:8])[NH:4][C:3]=1[C:9]([NH:11][C@H:12]1[CH2:17][CH2:16][N:15](C(OC(C)(C)C)=O)[CH2:14][C@H:13]1[CH2:25][O:26][CH3:27])=[O:10]. (3) Given the product [Cl:12][C:13]1[N:14]=[N:15][C:16]([NH:8][C:6](=[O:7])[N:5]([CH2:4][CH:3]([O:10][CH3:11])[O:2][CH3:1])[CH3:9])=[CH:17][C:18]=1[C:19]([F:22])([F:20])[F:21], predict the reactants needed to synthesize it. The reactants are: [CH3:1][O:2][CH:3]([O:10][CH3:11])[CH2:4][N:5]([CH3:9])[C:6]([NH2:8])=[O:7].[Cl:12][C:13]1[N:14]=[N:15][C:16](Cl)=[CH:17][C:18]=1[C:19]([F:22])([F:21])[F:20].C1(P(C2C=CC=CC=2)C2C3OC4C(=CC=CC=4P(C4C=CC=CC=4)C4C=CC=CC=4)C(C)(C)C=3C=CC=2)C=CC=CC=1.C([O-])([O-])=O.[K+].[K+]. (4) Given the product [N:54]([C@:12]1([CH2:43][OH:44])[O:13][C@@H:14]([N:27]2[CH:32]=[CH:31][C:30](=[O:33])[NH:29][C:28]2=[O:42])[C@:15]([C:16]#[CH:17])([OH:18])[C@@H:11]1[OH:10])=[N+:55]=[N-:56], predict the reactants needed to synthesize it. The reactants are: N.C([O:10][C@H:11]1[C@:15]([O:18]C(=O)C2C=CC=CC=2)([C:16]#[CH:17])[C@H:14]([N:27]2[CH:32]=[CH:31][C:30](=[O:33])[N:29](C(=O)C3C=CC=CC=3)[C:28]2=[O:42])[O:13][C@:12]1([N:54]=[N+:55]=[N-:56])[CH2:43][O:44]C(=O)C1C=CC=C(Cl)C=1)(=O)C1C=CC=CC=1. (5) Given the product [Cl:1][C:2]1[CH:7]=[C:6]([CH3:8])[CH:5]=[C:4]([CH3:9])[C:3]=1[N:10]1[CH2:15][CH2:14][CH2:13][C:12]2=[C:16]([C:20]([CH2:24][CH2:25][CH3:26])=[CH:21][CH2:22][CH3:23])[N:17]([CH3:19])[N:18]=[C:11]12, predict the reactants needed to synthesize it. The reactants are: [Cl:1][C:2]1[CH:7]=[C:6]([CH3:8])[CH:5]=[C:4]([CH3:9])[C:3]=1[N:10]1[CH2:15][CH2:14][CH2:13][C:12]2=[C:16]([C:20](O)([CH2:24][CH2:25][CH3:26])[CH2:21][CH2:22][CH3:23])[N:17]([CH3:19])[N:18]=[C:11]12.O.C1(C)C=CC(S(O)(=O)=O)=CC=1. (6) Given the product [CH:14]1([NH:13][C:3]2[N:4]=[C:5]3[CH:11]=[C:10]([CH3:12])[N:9]=[CH:8][C:6]3=[N:7][C:2]=2[C:25]2[CH2:30][CH2:29][N:28]([C:31]([O:33][C:34]([CH3:37])([CH3:36])[CH3:35])=[O:32])[CH2:27][CH:26]=2)[CH2:16][CH2:15]1, predict the reactants needed to synthesize it. The reactants are: Cl[C:2]1[N:7]=[C:6]2[CH:8]=[N:9][C:10]([CH3:12])=[CH:11][C:5]2=[N:4][C:3]=1[NH:13][CH:14]1[CH2:16][CH2:15]1.CC1(C)C(C)(C)OB([C:25]2[CH2:30][CH2:29][N:28]([C:31]([O:33][C:34]([CH3:37])([CH3:36])[CH3:35])=[O:32])[CH2:27][CH:26]=2)O1.C(=O)([O-])[O-].[K+].[K+].